The task is: Regression. Given two drug SMILES strings and cell line genomic features, predict the synergy score measuring deviation from expected non-interaction effect.. This data is from NCI-60 drug combinations with 297,098 pairs across 59 cell lines. (1) Drug 1: CCCS(=O)(=O)NC1=C(C(=C(C=C1)F)C(=O)C2=CNC3=C2C=C(C=N3)C4=CC=C(C=C4)Cl)F. Drug 2: CC1=C(C(=CC=C1)Cl)NC(=O)C2=CN=C(S2)NC3=CC(=NC(=N3)C)N4CCN(CC4)CCO. Cell line: NCI/ADR-RES. Synergy scores: CSS=2.45, Synergy_ZIP=1.05, Synergy_Bliss=1.95, Synergy_Loewe=0.476, Synergy_HSA=0.500. (2) Drug 1: CCN(CC)CCNC(=O)C1=C(NC(=C1C)C=C2C3=C(C=CC(=C3)F)NC2=O)C. Drug 2: CC1C(C(CC(O1)OC2CC(OC(C2O)C)OC3=CC4=CC5=C(C(=O)C(C(C5)C(C(=O)C(C(C)O)O)OC)OC6CC(C(C(O6)C)O)OC7CC(C(C(O7)C)O)OC8CC(C(C(O8)C)O)(C)O)C(=C4C(=C3C)O)O)O)O. Cell line: OVCAR-5. Synergy scores: CSS=3.61, Synergy_ZIP=3.09, Synergy_Bliss=0.372, Synergy_Loewe=-28.9, Synergy_HSA=-2.34. (3) Drug 1: CC1=CC2C(CCC3(C2CCC3(C(=O)C)OC(=O)C)C)C4(C1=CC(=O)CC4)C. Drug 2: C1=NC2=C(N=C(N=C2N1C3C(C(C(O3)CO)O)F)Cl)N. Cell line: MCF7. Synergy scores: CSS=11.2, Synergy_ZIP=1.54, Synergy_Bliss=1.39, Synergy_Loewe=-28.1, Synergy_HSA=-8.51. (4) Drug 1: CC(CN1CC(=O)NC(=O)C1)N2CC(=O)NC(=O)C2. Drug 2: C1=CC(=CC=C1CC(C(=O)O)N)N(CCCl)CCCl.Cl. Cell line: NCI-H460. Synergy scores: CSS=54.6, Synergy_ZIP=6.86, Synergy_Bliss=7.34, Synergy_Loewe=7.84, Synergy_HSA=10.5. (5) Drug 1: C1=C(C(=O)NC(=O)N1)N(CCCl)CCCl. Drug 2: CCCCC(=O)OCC(=O)C1(CC(C2=C(C1)C(=C3C(=C2O)C(=O)C4=C(C3=O)C=CC=C4OC)O)OC5CC(C(C(O5)C)O)NC(=O)C(F)(F)F)O. Cell line: KM12. Synergy scores: CSS=8.11, Synergy_ZIP=-5.07, Synergy_Bliss=-4.52, Synergy_Loewe=-0.842, Synergy_HSA=-0.909. (6) Synergy scores: CSS=26.4, Synergy_ZIP=-12.3, Synergy_Bliss=-13.2, Synergy_Loewe=-6.45, Synergy_HSA=-5.72. Cell line: KM12. Drug 2: C1CN(CCN1C(=O)CCBr)C(=O)CCBr. Drug 1: C1=C(C(=O)NC(=O)N1)F. (7) Drug 1: COC1=C(C=C2C(=C1)N=CN=C2NC3=CC(=C(C=C3)F)Cl)OCCCN4CCOCC4. Drug 2: CC1C(C(CC(O1)OC2CC(CC3=C2C(=C4C(=C3O)C(=O)C5=C(C4=O)C(=CC=C5)OC)O)(C(=O)C)O)N)O.Cl. Cell line: TK-10. Synergy scores: CSS=51.6, Synergy_ZIP=7.84, Synergy_Bliss=10.4, Synergy_Loewe=12.7, Synergy_HSA=13.5. (8) Drug 1: CC(C)NC(=O)C1=CC=C(C=C1)CNNC.Cl. Drug 2: C1CN(P(=O)(OC1)NCCCl)CCCl. Cell line: HL-60(TB). Synergy scores: CSS=11.4, Synergy_ZIP=-0.246, Synergy_Bliss=-0.0335, Synergy_Loewe=8.99, Synergy_HSA=2.28.